From a dataset of Catalyst prediction with 721,799 reactions and 888 catalyst types from USPTO. Predict which catalyst facilitates the given reaction. (1) Reactant: [CH3:1][C:2]1[CH:11]=[C:10]2[C:5]([CH:6]=[CH:7][NH:8][C:9]2=[O:12])=[CH:4][C:3]=1[NH:13]C(=O)C.Cl. Product: [NH2:13][C:3]1[CH:4]=[C:5]2[C:10](=[CH:11][C:2]=1[CH3:1])[C:9](=[O:12])[NH:8][CH:7]=[CH:6]2. The catalyst class is: 14. (2) Reactant: O1CCCCC1[O:7][CH2:8][CH2:9][O:10][CH2:11][C:12]([O:14][CH2:15][CH2:16][O:17][CH2:18][C:19]([O:21][CH2:22][C:23]1[CH:28]=[CH:27][CH:26]=[CH:25][CH:24]=1)=[O:20])=[O:13].CC1C=CC(S(O)(=O)=O)=CC=1. Product: [OH:7][CH2:8][CH2:9][O:10][CH2:11][C:12]([O:14][CH2:15][CH2:16][O:17][CH2:18][C:19]([O:21][CH2:22][C:23]1[CH:24]=[CH:25][CH:26]=[CH:27][CH:28]=1)=[O:20])=[O:13]. The catalyst class is: 5.